From a dataset of Forward reaction prediction with 1.9M reactions from USPTO patents (1976-2016). Predict the product of the given reaction. (1) Given the reactants [H-].[Na+].[C:3]([OH:7])([CH3:6])([CH3:5])[CH3:4].Cl[C:9]1[N:14]=[CH:13][C:12]([C:15]([C:17]2[CH:22]=[CH:21][CH:20]=[CH:19][CH:18]=2)=[O:16])=[CH:11][CH:10]=1.O, predict the reaction product. The product is: [C:3]([O:7][C:9]1[N:14]=[CH:13][C:12]([C:15]([C:17]2[CH:18]=[CH:19][CH:20]=[CH:21][CH:22]=2)=[O:16])=[CH:11][CH:10]=1)([CH3:6])([CH3:5])[CH3:4]. (2) Given the reactants [S:1]1[CH:5]=[CH:4][C:3]2[CH:6]=[C:7]([CH2:10][S:11]([NH:14][C@H:15]([CH2:19][N:20]3[CH:24]=[CH:23][CH:22]=[N:21]3)C(O)=O)(=[O:13])=[O:12])[CH:8]=[CH:9][C:2]1=2.Cl.N[C@H](CN1C=CC=N1)C(O)=[O:29].FC(F)(F)C(=N[Si](C)(C)C)O[Si](C)(C)C.C[N:53]([CH:55]=[O:56])C, predict the reaction product. The product is: [S:1]1[CH:5]=[CH:4][C:3]2[CH:6]=[C:7]([CH2:10][S:11]([NH:14][C@H:15]([CH2:19][N:20]3[CH:24]=[CH:23][CH:22]=[N:21]3)[C:55]([NH:53][OH:29])=[O:56])(=[O:12])=[O:13])[CH:8]=[CH:9][C:2]1=2. (3) Given the reactants Br[C:2]1[CH:7]=[N:6][N:5]([C:8]2[CH:13]=[CH:12][C:11]([S:14]([CH3:17])(=[O:16])=[O:15])=[C:10]([C:18]3[CH2:22][CH2:21][O:20][N:19]=3)[C:9]=2[CH3:23])[C:4](=[O:24])[C:3]=1[O:25][CH3:26].CN(C)C=O.[CH3:32][S-:33].[Na+], predict the reaction product. The product is: [O:20]1[CH2:21][CH2:22][C:18]([C:10]2[C:9]([CH3:23])=[C:8]([N:5]3[C:4](=[O:24])[C:3]([O:25][CH3:26])=[C:2]([S:33][CH3:32])[CH:7]=[N:6]3)[CH:13]=[CH:12][C:11]=2[S:14]([CH3:17])(=[O:16])=[O:15])=[N:19]1. (4) Given the reactants [CH3:1][O:2][C:3]([C@@H:5]1[CH2:9][C@@H:8]([S:10]([C:13]2[CH:18]=[CH:17][CH:16]=[CH:15][C:14]=2[C:19]([F:22])([F:21])[F:20])(=[O:12])=[O:11])[CH2:7][N:6]1[C:23](=O)[CH2:24][C:25](=[O:32])[CH:26]1[CH2:31][CH2:30][O:29][CH2:28][CH2:27]1)=[O:4].COC1C=CC(P2(SP(C3C=CC(OC)=CC=3)(=S)S2)=[S:43])=CC=1, predict the reaction product. The product is: [CH3:1][O:2][C:3]([C@@H:5]1[CH2:9][C@@H:8]([S:10]([C:13]2[CH:18]=[CH:17][CH:16]=[CH:15][C:14]=2[C:19]([F:22])([F:21])[F:20])(=[O:12])=[O:11])[CH2:7][N:6]1[C:23](=[S:43])[CH2:24][C:25](=[O:32])[CH:26]1[CH2:31][CH2:30][O:29][CH2:28][CH2:27]1)=[O:4]. (5) Given the reactants C1C=CC(P([N:15]=[N+]=[N-])(C2C=CC=CC=2)=O)=CC=1.[CH2:18]1[CH2:28][CH2:27][N:26]2[C:21](=[N:22][CH2:23][CH2:24][CH2:25]2)C[CH2:19]1.[H-].[H-].[H-].[H-].[Li+].[Al+3], predict the reaction product. The product is: [NH:26]1[C:27]2[CH:28]=[C:18]([CH2:19][NH2:15])[CH:25]=[CH:24][C:23]=2[N:22]=[CH:21]1. (6) Given the reactants C[O:2][CH:3](OC)[CH2:4][N:5]([C:14]1[CH:19]=[CH:18][CH:17]=[CH:16][C:15]=1[O:20][CH3:21])[C:6]([CH:8]1[CH2:13][CH2:12][CH2:11][CH2:10][CH2:9]1)=[O:7].C1(C=CC(O)=CC=1)O.Cl.C([O-])([O-])=O.[Na+].[Na+], predict the reaction product. The product is: [O:2]=[CH:3][CH2:4][N:5]([C:14]1[CH:19]=[CH:18][CH:17]=[CH:16][C:15]=1[O:20][CH3:21])[C:6]([CH:8]1[CH2:9][CH2:10][CH2:11][CH2:12][CH2:13]1)=[O:7].